Dataset: Forward reaction prediction with 1.9M reactions from USPTO patents (1976-2016). Task: Predict the product of the given reaction. Given the reactants F[C:2](F)(F)[C:3](O)=O.[Cl:8][C:9]1[C:10]([F:37])=[C:11]([CH:15]2[C:19]([C:22]3[CH:27]=[CH:26][C:25]([Cl:28])=[CH:24][CH:23]=3)([C:20]#[N:21])[CH:18]([CH2:29][C:30]([CH3:33])([CH3:32])[CH3:31])[NH:17][CH:16]2[C:34]([OH:36])=O)[CH:12]=[CH:13][CH:14]=1.[CH3:38][N:39]([C:41](ON1N=NC2C=CC=NC1=2)=[N+:42]([CH3:44])[CH3:43])C.F[P-](F)(F)(F)(F)F.CC[N:64](C(C)C)C(C)C, predict the reaction product. The product is: [N:42]1([CH2:44][CH2:2][CH2:3][NH:64][C:34]([CH:16]2[CH:15]([C:11]3[CH:12]=[CH:13][CH:14]=[C:9]([Cl:8])[C:10]=3[F:37])[C:19]([C:22]3[CH:27]=[CH:26][C:25]([Cl:28])=[CH:24][CH:23]=3)([C:20]#[N:21])[CH:18]([CH2:29][C:30]([CH3:33])([CH3:32])[CH3:31])[NH:17]2)=[O:36])[CH:43]=[CH:38][N:39]=[CH:41]1.